This data is from Reaction yield outcomes from USPTO patents with 853,638 reactions. The task is: Predict the reaction yield, written as a fraction of the theoretical maximum amount of product (1.0 means a 100% yield; for example, 0.34 means a 34% yield). (1) The catalyst is C(Cl)Cl. The product is [CH:14]12[O:23][CH:15]1[CH2:16][CH2:17][N:12]([C:18]([O:7][CH2:5][C:4]1[CH:3]=[CH:2][CH:11]=[CH:10][CH:9]=1)=[O:20])[CH2:13]2. The yield is 0.990. The reactants are Cl[C:2]1[CH:3]=[C:4]([CH:9]=[CH:10][CH:11]=1)[C:5]([O:7]O)=O.[N:12]1([C:18]([O-:20])=O)[CH2:17][CH2:16][CH:15]=[CH:14][CH2:13]1.CC[O:23]CC. (2) The reactants are [F:1][C:2]([F:23])([F:22])[C:3]1[CH:4]=[C:5]([CH:19]=[CH:20][CH:21]=1)[C:6]([NH:8][C:9]1[CH:10]=[CH:11][C:12]([Cl:18])=[C:13]([CH:17]=1)[C:14](O)=[O:15])=[O:7].CN1CCOCC1.[NH2:31][C:32]1[N:37]=[CH:36][C:35]([NH2:38])=[CH:34][N:33]=1. The catalyst is C(Cl)Cl. The product is [NH2:31][C:32]1[N:37]=[CH:36][C:35]([NH:38][C:14](=[O:15])[C:13]2[CH:17]=[C:9]([NH:8][C:6](=[O:7])[C:5]3[CH:19]=[CH:20][CH:21]=[C:3]([C:2]([F:22])([F:23])[F:1])[CH:4]=3)[CH:10]=[CH:11][C:12]=2[Cl:18])=[CH:34][N:33]=1. The yield is 0.730. (3) The reactants are [F:1][C:2]1[CH:7]=[CH:6][C:5]([C:8]2[O:32][C:11]3[CH:12]=[C:13]([C:20]4[N:21]([C:25]([O:27][C:28]([CH3:31])([CH3:30])[CH3:29])=[O:26])[CH:22]=[CH:23][CH:24]=4)[C:14]4[O:18][CH:17]([CH3:19])[CH2:16][C:15]=4[C:10]=3[C:9]=2[C:33]([NH:35][CH3:36])=[O:34])=[CH:4][CH:3]=1. The catalyst is CCOC(C)=O.[Pd]. The product is [F:1][C:2]1[CH:7]=[CH:6][C:5]([C:8]2[O:32][C:11]3[CH:12]=[C:13]([CH:20]4[CH2:24][CH2:23][CH2:22][N:21]4[C:25]([O:27][C:28]([CH3:31])([CH3:29])[CH3:30])=[O:26])[C:14]4[O:18][CH:17]([CH3:19])[CH2:16][C:15]=4[C:10]=3[C:9]=2[C:33]([NH:35][CH3:36])=[O:34])=[CH:4][CH:3]=1. The yield is 0.670. (4) The reactants are C(OC([N:8]1[CH2:13][CH2:12][C:11](=[N:14][O:15][CH2:16][C:17]2[CH:22]=[CH:21][CH:20]=[C:19]([C:23]([F:26])([F:25])[F:24])[CH:18]=2)[CH2:10][CH2:9]1)=O)(C)(C)C.[ClH:27]. The catalyst is C(OCC)(=O)C. The product is [ClH:27].[F:26][C:23]([F:24])([F:25])[C:19]1[CH:18]=[C:17]([CH:22]=[CH:21][CH:20]=1)[CH2:16][O:15][N:14]=[C:11]1[CH2:12][CH2:13][NH:8][CH2:9][CH2:10]1. The yield is 1.00. (5) The reactants are Cl[C:2]([C-:4]1[CH:8]=[CH:7][CH:6]=[CH:5]1)=[O:3].[CH-:9]1[CH:13]=[CH:12][CH:11]=[CH:10]1.[Fe+2:14].[NH2:15][C:16]([CH2:20][OH:21])([CH3:19])[C:17]#[N:18].C(N(CC)CC)C. The catalyst is C1COCC1. The product is [C:17]([C:16]([NH:15][C:2]([C-:4]1[CH:8]=[CH:7][CH:6]=[CH:5]1)=[O:3])([CH3:19])[CH2:20][OH:21])#[N:18].[CH-:9]1[CH:13]=[CH:12][CH:11]=[CH:10]1.[Fe+2:14]. The yield is 0.290. (6) The reactants are Cl[C:2]1[N:7]=[C:6]([NH:8][C:9]2[CH:14]=[CH:13][C:12]([O:15][CH2:16][CH3:17])=[CH:11][CH:10]=2)[C:5]([F:18])=[CH:4][N:3]=1.C(N(C(C)C)C(C)C)C.[CH2:28]1[CH2:38][O:37][C:36]2[CH:35]=[CH:34][C:32]([NH2:33])=[CH:31][C:30]=2[O:29]1. The catalyst is C(O)CO. The product is [CH2:16]([O:15][C:12]1[CH:13]=[CH:14][C:9]([NH:8][C:6]2[C:5]([F:18])=[CH:4][N:3]=[C:2]([NH:33][C:32]3[CH:34]=[CH:35][C:36]4[O:37][CH2:38][CH2:28][O:29][C:30]=4[CH:31]=3)[N:7]=2)=[CH:10][CH:11]=1)[CH3:17]. The yield is 0.600.